From a dataset of Reaction yield outcomes from USPTO patents with 853,638 reactions. Predict the reaction yield, written as a fraction of the theoretical maximum amount of product (1.0 means a 100% yield; for example, 0.34 means a 34% yield). (1) The reactants are [OH:1][C@@:2]1([CH3:42])[CH2:7][CH2:6][C@H:5]2[C@H:8]3[C@H:18]([CH2:19][CH2:20][C@:3]12[CH3:4])[C@:16]1([CH3:17])[C:11](=[CH:12][C:13](=[O:21])[CH2:14][CH2:15]1)[CH2:10][C@H:9]3[CH2:22][CH2:23][CH2:24][CH2:25][C:26]1[CH:31]=[CH:30][CH:29]=[C:28]([O:32][CH2:33][CH2:34][CH2:35][CH2:36][C:37]([O:39]CC)=[O:38])[CH:27]=1.[OH-].[Na+].O.[Cl-].[NH4+]. The catalyst is CO.O1CCCC1. The product is [OH:1][C@@:2]1([CH3:42])[CH2:7][CH2:6][C@H:5]2[C@H:8]3[C@H:18]([CH2:19][CH2:20][C@:3]12[CH3:4])[C@:16]1([CH3:17])[C:11](=[CH:12][C:13](=[O:21])[CH2:14][CH2:15]1)[CH2:10][C@H:9]3[CH2:22][CH2:23][CH2:24][CH2:25][C:26]1[CH:31]=[CH:30][CH:29]=[C:28]([O:32][CH2:33][CH2:34][CH2:35][CH2:36][C:37]([OH:39])=[O:38])[CH:27]=1. The yield is 0.860. (2) The reactants are Cl[C:2]1[N:7]=[C:6]([C:8]2[N:12]([CH3:13])[C:11]([CH3:14])=[N:10][CH:9]=2)[C:5]([F:15])=[CH:4][N:3]=1.[CH3:16][O:17][C:18](=[O:26])[C:19]1[CH:24]=[CH:23][CH:22]=[C:21]([NH2:25])[CH:20]=1.C([O-])([O-])=O.[Cs+].[Cs+].CC(C1C=C(C(C)C)C(C2C=CC=CC=2P(C2CCCCC2)C2CCCCC2)=C(C(C)C)C=1)C. The catalyst is O1CCOCC1.C1C=CC(/C=C/C(/C=C/C2C=CC=CC=2)=O)=CC=1.C1C=CC(/C=C/C(/C=C/C2C=CC=CC=2)=O)=CC=1.C1C=CC(/C=C/C(/C=C/C2C=CC=CC=2)=O)=CC=1.[Pd].[Pd]. The product is [CH3:13][N:12]1[C:8]([C:6]2[C:5]([F:15])=[CH:4][N:3]=[C:2]([NH:25][C:21]3[CH:20]=[C:19]([CH:24]=[CH:23][CH:22]=3)[C:18]([O:17][CH3:16])=[O:26])[N:7]=2)=[CH:9][N:10]=[C:11]1[CH3:14]. The yield is 0.600. (3) The reactants are [N+:1]([C:4]1[CH:13]=[CH:12][CH:11]=[C:10]2[C:5]=1[CH:6]=[CH:7][C:8](=[O:14])[NH:9]2)([O-])=O. The catalyst is CO.[OH-].[Pd+2].[OH-]. The product is [NH2:1][C:4]1[CH:13]=[CH:12][CH:11]=[C:10]2[C:5]=1[CH2:6][CH2:7][C:8](=[O:14])[NH:9]2. The yield is 0.530. (4) The reactants are [C:1]([C:4]1[C:9]([NH:10][C:11]([C:13]2[S:14][CH:15]=[C:16]([CH:18]([CH3:20])[CH3:19])[N:17]=2)=O)=[C:8]([CH3:21])[C:7]([O:22][CH3:23])=[CH:6][CH:5]=1)(=[O:3])[CH3:2].C(C1N=C(C2C=C(O)C3C(=CC(OC)=CC=3)N=2)SC=1)(C)C. No catalyst specified. The product is [CH:18]([C:16]1[N:17]=[C:13]([C:11]2[CH:2]=[C:1]([OH:3])[C:4]3[C:9](=[C:8]([CH3:21])[C:7]([O:22][CH3:23])=[CH:6][CH:5]=3)[N:10]=2)[S:14][CH:15]=1)([CH3:20])[CH3:19]. The yield is 0.600. (5) The reactants are [CH2:1]1COCC1.[CH2:6]([N:13]1[CH2:18][CH2:17][NH:16][CH:15]([CH2:19][C:20]2[CH:25]=[CH:24][C:23]([O:26][CH3:27])=[CH:22][CH:21]=2)[CH2:14]1)[C:7]1[CH:12]=[CH:11][CH:10]=[CH:9][CH:8]=1.C=O.C(O[BH-](OC(=O)C)OC(=O)C)(=O)C.[Na+]. The catalyst is O.C(OCC)(=O)C. The product is [CH2:6]([N:13]1[CH2:18][CH2:17][N:16]([CH3:1])[CH:15]([CH2:19][C:20]2[CH:21]=[CH:22][C:23]([O:26][CH3:27])=[CH:24][CH:25]=2)[CH2:14]1)[C:7]1[CH:8]=[CH:9][CH:10]=[CH:11][CH:12]=1. The yield is 0.960.